From a dataset of Full USPTO retrosynthesis dataset with 1.9M reactions from patents (1976-2016). Predict the reactants needed to synthesize the given product. (1) The reactants are: [N:1]1[CH:6]=[CH:5][N:4]=[CH:3][C:2]=1[NH2:7].Br[CH2:9][CH:10](OCC)OCC.Br. Given the product [N:7]1[CH:9]=[CH:10][N:1]2[CH:6]=[CH:5][N:4]=[CH:3][C:2]=12, predict the reactants needed to synthesize it. (2) Given the product [C:37]([NH:2][C@H:3]1[CH2:8][CH2:7][C@H:6]([NH:9][C:10]([C:12]2[C:16]3[N:17]=[CH:18][N:19]=[C:20]([C:21]4[CH:26]=[C:25]([CH:27]([F:29])[F:28])[CH:24]=[CH:23][C:22]=4[O:30][CH2:31][CH:32]4[CH2:33][CH2:34]4)[C:15]=3[NH:14][C:13]=2[CH3:35])=[O:11])[CH2:5][C@@H:4]1[F:36])(=[O:39])[CH3:38], predict the reactants needed to synthesize it. The reactants are: Cl.[NH2:2][C@H:3]1[CH2:8][CH2:7][C@H:6]([NH:9][C:10]([C:12]2[C:16]3[N:17]=[CH:18][N:19]=[C:20]([C:21]4[CH:26]=[C:25]([CH:27]([F:29])[F:28])[CH:24]=[CH:23][C:22]=4[O:30][CH2:31][CH:32]4[CH2:34][CH2:33]4)[C:15]=3[NH:14][C:13]=2[CH3:35])=[O:11])[CH2:5][C@@H:4]1[F:36].[C:37](Cl)(=[O:39])[CH3:38]. (3) Given the product [Cl:28][C:29]1[CH:30]=[C:31](/[C:41](=[CH:45]\[CH:46]2[CH2:52][CH2:51][CH2:50][CH2:49][CH2:48][CH2:47]2)/[C:42]([NH:53][C:54]2[S:55][CH:56]=[CH:57][N:58]=2)=[O:43])[CH:32]=[CH:33][C:34]=1[N:35]1[C:39]([CH3:40])=[N:38][N:37]=[N:36]1, predict the reactants needed to synthesize it. The reactants are: C1(P(C2C=CC=CC=2)C2C=CC=CC=2)C=CC=CC=1.BrN1C(=O)CCC1=O.[Cl:28][C:29]1[CH:30]=[C:31](/[C:41](=[CH:45]\[CH:46]2[CH2:52][CH2:51][CH2:50][CH2:49][CH2:48][CH2:47]2)/[C:42](O)=[O:43])[CH:32]=[CH:33][C:34]=1[N:35]1[C:39]([CH3:40])=[N:38][N:37]=[N:36]1.[NH2:53][C:54]1[S:55][CH:56]=[CH:57][N:58]=1. (4) Given the product [C:8]([C:7]1[CH:6]=[C:5]([Br:11])[N:4]=[C:3]([C:14]#[C:13][C:15]2[CH:20]=[CH:19][N:18]=[C:17]([NH:21][C:22](=[O:24])[CH3:23])[CH:16]=2)[C:2]=1[NH2:1])(=[O:10])[CH3:9], predict the reactants needed to synthesize it. The reactants are: [NH2:1][C:2]1[C:3](Br)=[N:4][C:5]([Br:11])=[CH:6][C:7]=1[C:8](=[O:10])[CH3:9].[C:13]([C:15]1[CH:20]=[CH:19][N:18]=[C:17]([NH:21][C:22](=[O:24])[CH3:23])[CH:16]=1)#[CH:14].